From a dataset of Full USPTO retrosynthesis dataset with 1.9M reactions from patents (1976-2016). Predict the reactants needed to synthesize the given product. (1) Given the product [CH3:1][C:2]1([CH3:14])[CH2:8][C:7]2[CH:9]=[CH:10][CH:11]=[CH:12][C:6]=2[CH:5]([OH:13])[CH2:4][CH2:3]1, predict the reactants needed to synthesize it. The reactants are: [CH3:1][C:2]1([CH3:14])[CH2:8][C:7]2[CH:9]=[CH:10][CH:11]=[CH:12][C:6]=2[C:5](=[O:13])[CH2:4][CH2:3]1.[BH4-].[Na+]. (2) Given the product [C:5]1([O:4][C:2](=[O:3])[NH:18][C:14]2[S:15][C:16]([CH3:17])=[C:12]([CH3:11])[N:13]=2)[CH:10]=[CH:9][CH:8]=[CH:7][CH:6]=1, predict the reactants needed to synthesize it. The reactants are: Cl[C:2]([O:4][C:5]1[CH:10]=[CH:9][CH:8]=[CH:7][CH:6]=1)=[O:3].[CH3:11][C:12]1[N:13]=[C:14]([NH2:18])[S:15][C:16]=1[CH3:17].N1C=CC=CC=1.O. (3) The reactants are: C([O:8][C:9](=[O:45])[C:10]1[CH:15]=[CH:14][CH:13]=[C:12]([NH:16][C:17](=[O:44])[CH2:18][N:19]2[N:25]=[C:24]([CH:26]3[CH2:31][CH2:30][CH2:29][CH2:28][CH2:27]3)[C:23]3[CH:32]=[CH:33][CH:34]=[CH:35][C:22]=3[N:21]([CH2:36][C:37](=[O:42])[C:38]([CH3:41])([CH3:40])[CH3:39])[C:20]2=[O:43])[CH:11]=1)C1C=CC=CC=1.C(OC(=O)C1C=CC=C(N)C=1)C1C=CC=CC=1.ON1C2C=CC=CC=2N=N1.Cl.CN(C)CCCN=C=NCC. Given the product [CH:26]1([CH:24]2[C:23]3[CH:32]=[CH:33][CH:34]=[CH:35][C:22]=3[N:21]([CH2:36][C:37](=[O:42])[C:38]([CH3:41])([CH3:40])[CH3:39])[C:20](=[O:43])[N:19]([CH2:18][C:17]([NH:16][C:12]3[CH:11]=[C:10]([CH:15]=[CH:14][CH:13]=3)[C:9]([OH:45])=[O:8])=[O:44])[NH:25]2)[CH2:31][CH2:30][CH2:29][CH2:28][CH2:27]1, predict the reactants needed to synthesize it. (4) Given the product [Br:1][C:2]1[CH:3]=[C:4]2[C:9](=[CH:10][CH:11]=1)[CH:8]([NH2:17])[CH2:7][CH2:6][CH2:5]2, predict the reactants needed to synthesize it. The reactants are: [Br:1][C:2]1[CH:3]=[C:4]2[C:9](=[CH:10][CH:11]=1)[C:8](=O)[CH2:7][CH2:6][CH2:5]2.C([O-])(=O)C.[NH4+:17].O.[OH-].[Na+].